From a dataset of Forward reaction prediction with 1.9M reactions from USPTO patents (1976-2016). Predict the product of the given reaction. Given the reactants [CH3:1][C:2]1[CH:3]=[C:4]([CH2:11][CH:12]([NH:16][C:17]([N:19]2[CH2:24][CH2:23][CH:22]([N:25]3[CH2:34][C:33]4[C:28](=[CH:29][CH:30]=[CH:31][CH:32]=4)[NH:27][C:26]3=[O:35])[CH2:21][CH2:20]2)=[O:18])[C:13]([OH:15])=[O:14])[CH:5]=[C:6]2[C:10]=1[NH:9][N:8]=[CH:7]2.CCN=C=NCCCN(C)C.[N:47]12[CH2:54][CH2:53][CH:50]([CH2:51][CH2:52]1)[CH:49](O)[CH2:48]2, predict the reaction product. The product is: [N:47]12[CH2:54][CH2:53][CH:50]([CH2:51][CH2:52]1)[CH:49]([O:14][C:13](=[O:15])[CH:12]([NH:16][C:17]([N:19]1[CH2:20][CH2:21][CH:22]([N:25]3[CH2:34][C:33]4[C:28](=[CH:29][CH:30]=[CH:31][CH:32]=4)[NH:27][C:26]3=[O:35])[CH2:23][CH2:24]1)=[O:18])[CH2:11][C:4]1[CH:5]=[C:6]3[C:10](=[C:2]([CH3:1])[CH:3]=1)[NH:9][N:8]=[CH:7]3)[CH2:48]2.